From a dataset of Catalyst prediction with 721,799 reactions and 888 catalyst types from USPTO. Predict which catalyst facilitates the given reaction. Reactant: [OH:1][C:2]1[CH:3]=[C:4]2[C:9](=[CH:10][CH:11]=1)[CH2:8][NH:7][CH:6]([C:12]([O:14][CH3:15])=[O:13])[CH2:5]2. Product: [OH:1][C:2]1[CH:3]=[C:4]2[C:9](=[CH:10][CH:11]=1)[CH:8]=[N:7][C:6]([C:12]([O:14][CH3:15])=[O:13])=[CH:5]2. The catalyst class is: 43.